This data is from Full USPTO retrosynthesis dataset with 1.9M reactions from patents (1976-2016). The task is: Predict the reactants needed to synthesize the given product. (1) Given the product [CH3:18][C@@H:19]1[CH2:23][CH2:22][CH2:21][N:20]1[CH2:24][CH2:25][C:26]1[CH:31]=[CH:30][C:29]([C:14]2[CH:15]=[CH:16][C:11]([S:8]([CH2:1][C:2]3[CH:7]=[CH:6][CH:5]=[CH:4][CH:3]=3)(=[O:10])=[O:9])=[CH:12][CH:13]=2)=[CH:28][CH:27]=1, predict the reactants needed to synthesize it. The reactants are: [CH2:1]([S:8]([C:11]1[CH:16]=[CH:15][C:14](Br)=[CH:13][CH:12]=1)(=[O:10])=[O:9])[C:2]1[CH:7]=[CH:6][CH:5]=[CH:4][CH:3]=1.[CH3:18][C@@H:19]1[CH2:23][CH2:22][CH2:21][N:20]1[CH2:24][CH2:25][C:26]1[CH:31]=[CH:30][C:29](B(O)O)=[CH:28][CH:27]=1. (2) Given the product [CH2:7]([O:14][C:15]1[CH:16]=[C:17]([CH:31]=[CH:32][CH:33]=1)[C:18]([NH:20][C:21]1[CH:26]=[CH:25][CH:24]=[CH:23][C:22]=1[S:27]([NH:30][C:34](=[O:40])[CH2:35][CH2:36][CH2:37][CH2:38][CH3:39])(=[O:29])=[O:28])=[O:19])[C:8]1[CH:9]=[CH:10][CH:11]=[CH:12][CH:13]=1, predict the reactants needed to synthesize it. The reactants are: CC(C)([O-])C.[K+].[CH2:7]([O:14][C:15]1[CH:16]=[C:17]([CH:31]=[CH:32][CH:33]=1)[C:18]([NH:20][C:21]1[CH:26]=[CH:25][CH:24]=[CH:23][C:22]=1[S:27]([NH2:30])(=[O:29])=[O:28])=[O:19])[C:8]1[CH:13]=[CH:12][CH:11]=[CH:10][CH:9]=1.[C:34](Cl)(=[O:40])[CH2:35][CH2:36][CH2:37][CH2:38][CH3:39].[Cl-].[NH4+]. (3) Given the product [NH:8]1[C:13]2[C:14](=[CH:9][CH:10]=[CH:11][CH:12]=2)[CH:2]=[N:1]1, predict the reactants needed to synthesize it. The reactants are: [NH2:1][C:2]1C=CC=CN=1.[N:8]1[CH:13]=[CH:12][CH:11]=[CH:10][C:9]=1[CH:14]=O. (4) Given the product [N:38]1([C:35]2[CH:34]=[CH:33][C:32]([NH:31][CH:2]=[C:3]3[C:11]4[C:6](=[CH:7][C:8]([C:12]([C:14]5[CH:15]=[CH:16][C:17]([NH:20][C:21]([C:23]6[N:24]([CH3:29])[N:25]=[C:26]([CH3:28])[CH:27]=6)=[O:22])=[CH:18][CH:19]=5)=[O:13])=[CH:9][CH:10]=4)[NH:5][C:4]3=[O:30])=[CH:37][CH:36]=2)[CH2:43][CH2:42][O:41][CH2:40][CH2:39]1, predict the reactants needed to synthesize it. The reactants are: O[CH:2]=[C:3]1[C:11]2[C:6](=[CH:7][C:8]([C:12]([C:14]3[CH:19]=[CH:18][C:17]([NH:20][C:21]([C:23]4[N:24]([CH3:29])[N:25]=[C:26]([CH3:28])[CH:27]=4)=[O:22])=[CH:16][CH:15]=3)=[O:13])=[CH:9][CH:10]=2)[NH:5][C:4]1=[O:30].[NH2:31][C:32]1[CH:37]=[CH:36][C:35]([N:38]2[CH2:43][CH2:42][O:41][CH2:40][CH2:39]2)=[CH:34][CH:33]=1. (5) Given the product [Cl:1][C:2]1[CH:10]=[CH:9][C:5]([C:6]([N:36]([CH2:34][CH3:35])[CH2:37][C:38]2[CH:39]=[N:40][CH:41]=[CH:42][CH:43]=2)=[O:7])=[CH:4][C:3]=1[C:11]1([CH3:33])[C:19]2[C:14](=[CH:15][CH:16]=[C:17]([Cl:20])[CH:18]=2)[N:13]([CH2:21][C:22]2[CH:27]=[CH:26][C:25]([O:28][CH3:29])=[CH:24][C:23]=2[O:30][CH3:31])[C:12]1=[O:32], predict the reactants needed to synthesize it. The reactants are: [Cl:1][C:2]1[CH:10]=[CH:9][C:5]([C:6](O)=[O:7])=[CH:4][C:3]=1[C:11]1([CH3:33])[C:19]2[C:14](=[CH:15][CH:16]=[C:17]([Cl:20])[CH:18]=2)[N:13]([CH2:21][C:22]2[CH:27]=[CH:26][C:25]([O:28][CH3:29])=[CH:24][C:23]=2[O:30][CH3:31])[C:12]1=[O:32].[CH2:34]([NH:36][CH2:37][C:38]1[CH:39]=[N:40][CH:41]=[CH:42][CH:43]=1)[CH3:35]. (6) Given the product [C:1]([NH:5][S:7]([C:10]1[CH:11]=[CH:12][C:13]([CH2:16][C:17]([OH:19])=[O:18])=[CH:14][CH:15]=1)(=[O:9])=[O:8])([CH3:4])([CH3:3])[CH3:2], predict the reactants needed to synthesize it. The reactants are: [C:1]([NH2:5])([CH3:4])([CH3:3])[CH3:2].Cl[S:7]([C:10]1[CH:15]=[CH:14][C:13]([CH2:16][C:17]([OH:19])=[O:18])=[CH:12][CH:11]=1)(=[O:9])=[O:8].